Dataset: CYP2C9 inhibition data for predicting drug metabolism from PubChem BioAssay. Task: Regression/Classification. Given a drug SMILES string, predict its absorption, distribution, metabolism, or excretion properties. Task type varies by dataset: regression for continuous measurements (e.g., permeability, clearance, half-life) or binary classification for categorical outcomes (e.g., BBB penetration, CYP inhibition). Dataset: cyp2c9_veith. (1) The drug is Cc1ccccc1NC(=S)NN1CCN(C)CC1. The result is 0 (non-inhibitor). (2) The molecule is O=C(NCc1ccco1)C(c1ccccc1)N(C(=O)Cc1cccs1)c1ccccc1F. The result is 1 (inhibitor). (3) The result is 0 (non-inhibitor). The drug is O=P(O)(O)CCP(=O)(O)O. (4) The compound is c1cnc(N2CCC3(CCNCC3)CC2)nc1. The result is 0 (non-inhibitor). (5) The compound is CCn1c(-c2nonc2NC(=O)c2ccccc2)nc2ccccc21. The result is 1 (inhibitor). (6) The compound is O=c1c(-c2cccs2)nc2cnc(N3CCOCC3)nc2n1Cc1ccc(F)cc1. The result is 0 (non-inhibitor).